Task: Predict the product of the given reaction.. Dataset: Forward reaction prediction with 1.9M reactions from USPTO patents (1976-2016) (1) The product is: [Br:22][CH:23]([CH2:27][C:28]1[CH:33]=[CH:32][CH:31]=[CH:30][CH:29]=1)[C:24]([NH:1][C:2]1[CH:7]=[C:6]([CH3:8])[CH:5]=[C:4]([CH3:9])[C:3]=1[OH:10])=[O:25]. Given the reactants [NH2:1][C:2]1[CH:7]=[C:6]([CH3:8])[CH:5]=[C:4]([CH3:9])[C:3]=1[OH:10].C(OCC)(=O)C.C(=O)([O-])O.[Na+].[Br:22][CH:23]([CH2:27][C:28]1[CH:33]=[CH:32][CH:31]=[CH:30][CH:29]=1)[C:24](Cl)=[O:25], predict the reaction product. (2) Given the reactants [NH2:1][C:2]1[CH:7]=[CH:6][C:5]([CH2:8][C:9]([O:11][CH3:12])=[O:10])=[C:4]([F:13])[C:3]=1[OH:14].[Cl:15][C:16]1[CH:17]=[CH:18][C:19]([CH3:25])=[C:20]([N:22]=[C:23]=S)[CH:21]=1, predict the reaction product. The product is: [Cl:15][C:16]1[CH:17]=[CH:18][C:19]([CH3:25])=[C:20]([NH:22][C:23]2[O:14][C:3]3[C:4]([F:13])=[C:5]([CH2:8][C:9]([O:11][CH3:12])=[O:10])[CH:6]=[CH:7][C:2]=3[N:1]=2)[CH:21]=1. (3) Given the reactants I[C:2]1[N:3]=[CH:4][N:5]([C:7]2[N:12]=[C:11]([C:13]([F:16])([F:15])[F:14])[CH:10]=[C:9]([C:17]3[CH:22]=[CH:21][C:20]([C:23]([F:26])([F:25])[F:24])=[CH:19][CH:18]=3)[N:8]=2)[CH:6]=1.[Cl-].[Li+].C([Mg]Cl)(C)C.[CH2:34]([Sn:38](Cl)([CH2:43][CH2:44][CH2:45][CH3:46])[CH2:39][CH2:40][CH2:41][CH3:42])[CH2:35][CH2:36][CH3:37].[Cl-].[NH4+], predict the reaction product. The product is: [CH2:43]([Sn:38]([CH2:34][CH2:35][CH2:36][CH3:37])([CH2:39][CH2:40][CH2:41][CH3:42])[C:2]1[N:3]=[CH:4][N:5]([C:7]2[N:12]=[C:11]([C:13]([F:16])([F:15])[F:14])[CH:10]=[C:9]([C:17]3[CH:22]=[CH:21][C:20]([C:23]([F:26])([F:25])[F:24])=[CH:19][CH:18]=3)[N:8]=2)[CH:6]=1)[CH2:44][CH2:45][CH3:46]. (4) Given the reactants [CH3:1][C:2]1[CH:3]=[C:4]([CH:9]2[CH2:14][N:13]([C:15]([N:17]3[CH2:20][CH:19]([OH:21])[CH2:18]3)=[O:16])[CH2:12][CH:11]([C:22](O)=[O:23])[CH2:10]2)[CH:5]=[CH:6][C:7]=1[CH3:8].O[N:26]=[C:27]([NH2:31])[CH:28]([CH3:30])[CH3:29], predict the reaction product. The product is: [CH3:1][C:2]1[CH:3]=[C:4]([CH:9]2[CH2:10][CH:11]([C:22]3[O:23][N:31]=[C:27]([CH:28]([CH3:30])[CH3:29])[N:26]=3)[CH2:12][N:13]([C:15]([N:17]3[CH2:20][CH:19]([OH:21])[CH2:18]3)=[O:16])[CH2:14]2)[CH:5]=[CH:6][C:7]=1[CH3:8]. (5) Given the reactants [CH2:1]([N:8]1[CH2:13][C@H:12]([O:14][Si:15]([C:18]([CH3:21])([CH3:20])[CH3:19])([CH3:17])[CH3:16])[CH2:11][C@H:10]([O:22]C(=O)C2C=CC=CC=2)[CH2:9]1)[C:2]1[CH:7]=[CH:6][CH:5]=[CH:4][CH:3]=1, predict the reaction product. The product is: [CH2:1]([N:8]1[CH2:13][C@H:12]([O:14][Si:15]([C:18]([CH3:20])([CH3:19])[CH3:21])([CH3:16])[CH3:17])[CH2:11][C@H:10]([OH:22])[CH2:9]1)[C:2]1[CH:3]=[CH:4][CH:5]=[CH:6][CH:7]=1. (6) Given the reactants [NH2:1][C:2]1[C:7]2=[C:8]([C:21]#[N:22])[CH:9]=[C:10]([C@@H:11]3[O:17][C@H:16]([CH2:18][OH:19])[C@@H:14]([OH:15])[C@@:12]3([CH3:20])[OH:13])[N:6]2[N:5]=[CH:4][N:3]=1.N.[OH:24]O, predict the reaction product. The product is: [NH2:1][C:2]1[C:7]2=[C:8]([C:21]([NH2:22])=[O:24])[CH:9]=[C:10]([C@@H:11]3[O:17][C@H:16]([CH2:18][OH:19])[C@@H:14]([OH:15])[C@@:12]3([CH3:20])[OH:13])[N:6]2[N:5]=[CH:4][N:3]=1. (7) Given the reactants [CH2:1]([NH:5][C@:6]12[CH2:41][CH2:40][C@@H:39]([C:42]([CH3:44])=[CH2:43])[C@@H:7]1[C@@H:8]1[C@@:21]([CH3:24])([CH2:22][CH2:23]2)[C@@:20]2([CH3:25])[C@@H:11]([C@:12]3([CH3:38])[C@@H:17]([CH2:18][CH2:19]2)[C:16]([CH3:27])([CH3:26])[C:15]([C:28]2[CH:37]=[CH:36][C:31]([C:32]([O:34]C)=[O:33])=[CH:30][CH:29]=2)=[CH:14][CH2:13]3)[CH2:10][CH2:9]1)[CH:2]([CH3:4])[CH3:3].[OH-].[Na+], predict the reaction product. The product is: [CH2:1]([NH:5][C@:6]12[CH2:41][CH2:40][C@@H:39]([C:42]([CH3:44])=[CH2:43])[C@@H:7]1[C@@H:8]1[C@@:21]([CH3:24])([CH2:22][CH2:23]2)[C@@:20]2([CH3:25])[C@@H:11]([C@:12]3([CH3:38])[C@@H:17]([CH2:18][CH2:19]2)[C:16]([CH3:26])([CH3:27])[C:15]([C:28]2[CH:29]=[CH:30][C:31]([C:32]([OH:34])=[O:33])=[CH:36][CH:37]=2)=[CH:14][CH2:13]3)[CH2:10][CH2:9]1)[CH:2]([CH3:4])[CH3:3].